This data is from Forward reaction prediction with 1.9M reactions from USPTO patents (1976-2016). The task is: Predict the product of the given reaction. Given the reactants [C:1]1([C:7](Cl)([C:14]2[CH:19]=[CH:18][CH:17]=[CH:16][CH:15]=2)[C:8]2[CH:13]=[CH:12][CH:11]=[CH:10][CH:9]=2)[CH:6]=[CH:5][CH:4]=[CH:3][CH:2]=1.[Cl:21][C:22]1[C:30]2[C:25](=[CH:26][C:27]([N+:33]([O-:35])=[O:34])=[C:28]([CH:31]=[CH2:32])[CH:29]=2)[NH:24][N:23]=1.CCN(C(C)C)C(C)C, predict the reaction product. The product is: [Cl:21][C:22]1[C:30]2[C:25](=[CH:26][C:27]([N+:33]([O-:35])=[O:34])=[C:28]([CH:31]=[CH2:32])[CH:29]=2)[N:24]([C:7]([C:14]2[CH:19]=[CH:18][CH:17]=[CH:16][CH:15]=2)([C:8]2[CH:13]=[CH:12][CH:11]=[CH:10][CH:9]=2)[C:1]2[CH:6]=[CH:5][CH:4]=[CH:3][CH:2]=2)[N:23]=1.